From a dataset of Catalyst prediction with 721,799 reactions and 888 catalyst types from USPTO. Predict which catalyst facilitates the given reaction. Reactant: NC(N)=O.CO[CH:7]([O:28]C)[CH2:8][N:9]1[C:17]2[C:12](=[CH:13][C:14]([O:18][C:19]3[CH:24]=[CH:23][C:22]([F:25])=[CH:21][C:20]=3[CH2:26][NH2:27])=[CH:15][CH:16]=2)[CH:11]=[N:10]1.[C:30]([C:34]1[CH:38]=[C:37]([NH:39][C:40](=O)[O:41]CC(Cl)(Cl)Cl)[N:36]([C:48]2[CH:53]=[CH:52][C:51]([CH3:54])=[CH:50][CH:49]=2)[N:35]=1)([CH3:33])([CH3:32])[CH3:31].C(N(CC)C(C)C)(C)C. Product: [C:30]([C:34]1[CH:38]=[C:37]([NH:39][C:40]([NH:27][CH2:26][C:20]2[CH:21]=[C:22]([F:25])[CH:23]=[CH:24][C:19]=2[O:18][C:14]2[CH:13]=[C:12]3[C:17](=[CH:16][CH:15]=2)[N:9]([CH2:8][CH2:7][OH:28])[N:10]=[CH:11]3)=[O:41])[N:36]([C:48]2[CH:53]=[CH:52][C:51]([CH3:54])=[CH:50][CH:49]=2)[N:35]=1)([CH3:33])([CH3:32])[CH3:31]. The catalyst class is: 80.